From a dataset of Forward reaction prediction with 1.9M reactions from USPTO patents (1976-2016). Predict the product of the given reaction. (1) Given the reactants F[C:2]1[CH:7]=[CH:6][CH:5]=[CH:4][C:3]=1[N+:8]([O-:10])=[O:9].[NH2:11][C:12]1[CH:25]=[CH:24][C:15]([C:16]([C:18]2[CH:23]=[CH:22][CH:21]=[CH:20][CH:19]=2)=[O:17])=[CH:14][CH:13]=1.C([O-])(C)(C)C.[K+], predict the reaction product. The product is: [C:16]([C:15]1[CH:14]=[CH:13][C:12]([NH:11][C:2]2[CH:7]=[CH:6][CH:5]=[CH:4][C:3]=2[N+:8]([O-:10])=[O:9])=[CH:25][CH:24]=1)(=[O:17])[C:18]1[CH:19]=[CH:20][CH:21]=[CH:22][CH:23]=1. (2) Given the reactants [S:1]1[CH:5]=[CH:4][C:3]([CH:6]=O)=[CH:2]1.[N+:8]([CH3:11])([O-:10])=[O:9].[OH-].[Na+].Cl, predict the reaction product. The product is: [N+:8](/[CH:11]=[CH:6]/[C:3]1[CH:4]=[CH:5][S:1][CH:2]=1)([O-:10])=[O:9]. (3) Given the reactants [NH2:1][C:2]1[CH:3]=[C:4]2[C:9](=[CH:10][CH:11]=1)[NH:8][C:7](=[O:12])[CH:6]=[CH:5]2.[N:13]([O-])=O.[Na+].O.O.Cl[Sn]Cl.[CH:22]1([C:27](=O)[CH2:28][C:29]#[N:30])[CH2:26][CH2:25][CH2:24][CH2:23]1, predict the reaction product. The product is: [NH2:30][C:29]1[N:1]([C:2]2[CH:3]=[C:4]3[C:9](=[CH:10][CH:11]=2)[NH:8][C:7](=[O:12])[CH:6]=[CH:5]3)[N:13]=[C:27]([CH:22]2[CH2:26][CH2:25][CH2:24][CH2:23]2)[CH:28]=1. (4) The product is: [O:1]1[CH2:6][CH2:5][CH2:4][O:3][CH:2]1[C:7]1[CH:8]=[C:9]([S:13][C:14]2[CH:19]=[C:18]3[C:17](=[CH:16][CH:15]=2)[N:31]=[C:22]([NH2:23])[C:21]([CH2:24][CH:25]2[CH2:30][CH2:29][O:28][CH2:27][CH2:26]2)=[CH:20]3)[CH:10]=[CH:11][CH:12]=1. Given the reactants [O:1]1[CH2:6][CH2:5][CH2:4][O:3][CH:2]1[C:7]1[CH:8]=[C:9]([S:13][C:14]2[CH:15]=[CH:16][C:17]([N+:31]([O-])=O)=[C:18]([CH:20]=[C:21]([CH2:24][CH:25]3[CH2:30][CH2:29][O:28][CH2:27][CH2:26]3)[C:22]#[N:23])[CH:19]=2)[CH:10]=[CH:11][CH:12]=1.[NH4+].[Cl-].CO, predict the reaction product.